From a dataset of Forward reaction prediction with 1.9M reactions from USPTO patents (1976-2016). Predict the product of the given reaction. (1) Given the reactants [NH2:1][C:2]1[CH:7]=[CH:6][C:5]([N:8]2[CH2:13][CH2:12][N:11]([C:14]([C:16]3[CH:21]=[CH:20][CH:19]=[CH:18][CH:17]=3)=[O:15])[CH2:10][CH2:9]2)=[CH:4][C:3]=1[NH:22][C:23]1[CH:28]=[CH:27][CH:26]=[CH:25][CH:24]=1.[C:29](Cl)(=[O:31])[CH3:30].C(=O)([O-])[O-].[K+].[K+], predict the reaction product. The product is: [C:14]([N:11]1[CH2:12][CH2:13][N:8]([C:5]2[CH:6]=[CH:7][C:2]([NH:1][C:29](=[O:31])[CH3:30])=[C:3]([NH:22][C:23]3[CH:28]=[CH:27][CH:26]=[CH:25][CH:24]=3)[CH:4]=2)[CH2:9][CH2:10]1)(=[O:15])[C:16]1[CH:21]=[CH:20][CH:19]=[CH:18][CH:17]=1. (2) The product is: [C:14]([C:13](=[C:4]([CH3:5])[CH2:3][CH:2]([CH3:1])[CH2:7][CH:8]([CH3:10])[CH3:9])[C:11]#[N:12])([O:16][CH2:17][CH3:18])=[O:15]. Given the reactants [CH3:1][CH:2]([CH2:7][CH:8]([CH3:10])[CH3:9])[CH2:3][C:4](=O)[CH3:5].[C:11]([CH2:13][C:14]([O:16][CH2:17][CH3:18])=[O:15])#[N:12].C([O-])(=O)C.[NH4+].CC1CCCCC1, predict the reaction product. (3) The product is: [Br:11][C:10]1[C:6]([C:4]([OH:5])=[O:3])=[CH:7][S:8][CH:9]=1. Given the reactants C([O:3][C:4]([C:6]1[C:10]([Br:11])=[CH:9][S:8][CH:7]=1)=[O:5])C.[OH-].[Na+].O, predict the reaction product. (4) Given the reactants [CH3:1][O:2][C:3]1[CH:8]=[CH:7][CH:6]=[CH:5][C:4]=1[C:9]([C:11]1[C:20]([N+:21]([O-])=O)=[C:19]2[C:14]([CH:15]=[CH:16][CH:17]=[N:18]2)=[CH:13][CH:12]=1)=[O:10], predict the reaction product. The product is: [NH2:21][C:20]1[C:11]([C:9]([C:4]2[CH:5]=[CH:6][CH:7]=[CH:8][C:3]=2[O:2][CH3:1])=[O:10])=[CH:12][CH:13]=[C:14]2[C:19]=1[N:18]=[CH:17][CH:16]=[CH:15]2. (5) The product is: [CH:64]1[C:63](=[O:67])[NH:60][C:1](=[O:98])[NH:6][C:7]=1[C@@H:8]1[O:9][C@H:27]([CH2:29][O:30][P:31]([O:34][P:35]([O:38][C@H:39]2[O:44][C@H:43]([CH2:45][OH:46])[C@H:42]([OH:47])[C@H:41]([OH:48])[C@H:40]2[OH:49])([OH:37])=[O:36])([OH:33])=[O:32])[C@@H:26]([OH:50])[C@H:25]1[OH:51]. Given the reactants [CH2:1]1[N:6]([CH2:7][CH2:8][OH:9])CCN(CCS(O)(=O)=O)C1.C1C(=O)NC(=O)N([C@@H]2O[C@H:27]([CH2:29][O:30][P:31]([O:34][P:35]([O:38][C@H:39]3[O:44][C@H:43]([CH2:45][OH:46])[C@@H:42]([OH:47])[C@H:41]([OH:48])[C@H:40]3[OH:49])([OH:37])=[O:36])([OH:33])=[O:32])[C@@H:26]([OH:50])[C@H:25]2[OH:51])C=1.[Na+].[Cl-].C1N=C(N)C2N=C[N:60]([C@@H:63]3[O:67][C@H](COP(OP(OC[C@H]4[O:67][C@@H:63]([N:60]5C=C(C(N)=O)CC=C5)[C@H:64](O)[C@@H]4O)(O)=O)(O)=O)[C@@H](O)[C@H:64]3O)C=2N=1.[OH2:98], predict the reaction product. (6) Given the reactants Br[C:2]1[CH:3]=[C:4]([CH:18]=[CH:19][CH:20]=1)[CH2:5][N:6]1[C:11]2[CH:12]=[CH:13][S:14][C:10]=2[C:9](=[O:15])[N:8]([OH:16])[C:7]1=[O:17].[NH2:21][C:22]([C:24]1[CH:29]=[CH:28][C:27](B(O)O)=[CH:26][CH:25]=1)=[O:23], predict the reaction product. The product is: [OH:16][N:8]1[C:9](=[O:15])[C:10]2[S:14][CH:13]=[CH:12][C:11]=2[N:6]([CH2:5][C:4]2[CH:3]=[C:2]([C:27]3[CH:28]=[CH:29][C:24]([C:22]([NH2:21])=[O:23])=[CH:25][CH:26]=3)[CH:20]=[CH:19][CH:18]=2)[C:7]1=[O:17]. (7) Given the reactants [C:1]1(C)C=CC(S(O)(=O)=O)=CC=1.C[CH:13]=[CH:14][C:15]1[CH:20]=[CH:19][CH:18]=[CH:17][CH:16]=1.[CH2:21]([OH:24])[CH2:22][OH:23], predict the reaction product. The product is: [CH3:1][C:14]([O:23][CH2:22][CH2:21][OH:24])([C:15]1[CH:16]=[CH:17][CH:18]=[CH:19][CH:20]=1)[CH3:13]. (8) Given the reactants Br[C:2]1[CH:3]=[C:4]2[C:10]([C:11]3[CH:12]=[N:13][N:14]([C:16](C4C=CC=CC=4)(C4C=CC=CC=4)C4C=CC=CC=4)[CH:15]=3)=[CH:9][N:8]([CH2:35][O:36][CH2:37][CH2:38][Si:39]([CH3:42])([CH3:41])[CH3:40])[C:5]2=[N:6][CH:7]=1.[C:43]1([SH:49])[CH:48]=[CH:47][CH:46]=[CH:45][CH:44]=1.CN(C)CC(O)=O.P([O-])([O-])([O-])=O.[K+].[K+].[K+], predict the reaction product. The product is: [CH3:16][N:14]1[CH:15]=[C:11]([C:10]2[C:4]3[C:5](=[N:6][CH:7]=[C:2]([S:49][C:43]4[CH:48]=[CH:47][CH:46]=[CH:45][CH:44]=4)[CH:3]=3)[N:8]([CH2:35][O:36][CH2:37][CH2:38][Si:39]([CH3:42])([CH3:40])[CH3:41])[CH:9]=2)[CH:12]=[N:13]1.